From a dataset of Peptide-MHC class I binding affinity with 185,985 pairs from IEDB/IMGT. Regression. Given a peptide amino acid sequence and an MHC pseudo amino acid sequence, predict their binding affinity value. This is MHC class I binding data. (1) The peptide sequence is AVLQSGFRK. The MHC is HLA-A02:03 with pseudo-sequence HLA-A02:03. The binding affinity (normalized) is 0. (2) The peptide sequence is NMDKAVKLY. The MHC is HLA-A68:02 with pseudo-sequence HLA-A68:02. The binding affinity (normalized) is 0.0847. (3) The peptide sequence is VPSVNEYHM. The MHC is HLA-B51:01 with pseudo-sequence HLA-B51:01. The binding affinity (normalized) is 0.00391. (4) The peptide sequence is KYLPLDKGI. The MHC is H-2-Kd with pseudo-sequence H-2-Kd. The binding affinity (normalized) is 0.681. (5) The binding affinity (normalized) is 0.778. The peptide sequence is FLMQIAILV. The MHC is HLA-A02:01 with pseudo-sequence HLA-A02:01. (6) The peptide sequence is QVFPGLMEL. The MHC is H-2-Kd with pseudo-sequence H-2-Kd. The binding affinity (normalized) is 0.0196. (7) The MHC is HLA-B57:01 with pseudo-sequence HLA-B57:01. The binding affinity (normalized) is 0.0847. The peptide sequence is GPAGYTAAL.